This data is from Full USPTO retrosynthesis dataset with 1.9M reactions from patents (1976-2016). The task is: Predict the reactants needed to synthesize the given product. (1) Given the product [N:47]1[CH:48]=[CH:50][C:16]([O:20][C:36]2[CH:37]=[C:38]([NH:43][C:10]([C:2]3[NH:1][C:5]4[CH:6]=[CH:7][CH:8]=[CH:9][C:4]=4[N:3]=3)=[O:12])[CH:39]=[CH:40][CH:35]=2)=[CH:53][CH:51]=1, predict the reactants needed to synthesize it. The reactants are: [N:1]1[C:5]2[CH:6]=[CH:7][CH:8]=[CH:9][C:4]=2[NH:3][C:2]=1[C:10]([OH:12])=O.CN([C:16]([O:20]N1N=NC2C=CC=CC1=2)=[N+](C)C)C.[B-](F)(F)(F)F.[CH:35]1[CH:36]=[CH:37][C:38]2[N:43](O)N=N[C:39]=2[CH:40]=1.CC[N:47]([CH:51]([CH3:53])C)[CH:48]([CH3:50])C. (2) Given the product [F:23][C:20]([F:21])([F:22])[C:15]1[CH:16]=[CH:17][CH:18]=[CH:19][C:14]=1[CH:2]1[CH2:6][CH2:5][CH2:4][NH:3]1, predict the reactants needed to synthesize it. The reactants are: O[C:2]1([C:14]2[CH:19]=[CH:18][CH:17]=[CH:16][C:15]=2[C:20]([F:23])([F:22])[F:21])[CH2:6][CH2:5][CH2:4][N:3]1C(OC(C)(C)C)=O.C(O)(C(F)(F)F)=O.[BH3-]C#N.[Na+]. (3) The reactants are: C(=O)([O-])[O-].[Cs+].[Cs+].C1C=CC(P(C2C(C3C(P(C4C=CC=CC=4)C4C=CC=CC=4)=CC=C4C=3C=CC=C4)=C3C(C=CC=C3)=CC=2)C2C=CC=CC=2)=CC=1.[Cl:53][C:54]1[N:55]=[C:56](Cl)[C:57]2[CH2:62][S:61][CH2:60][C:58]=2[N:59]=1.[NH:64]1[C:72]2[C:67](=[CH:68][CH:69]=[C:70]([O:73][CH2:74][C:75]([O:77][CH2:78][CH3:79])=[O:76])[CH:71]=2)[CH2:66][CH2:65]1. Given the product [Cl:53][C:54]1[N:55]=[C:56]([N:64]2[C:72]3[C:67](=[CH:68][CH:69]=[C:70]([O:73][CH2:74][C:75]([O:77][CH2:78][CH3:79])=[O:76])[CH:71]=3)[CH2:66][CH2:65]2)[C:57]2[CH2:62][S:61][CH2:60][C:58]=2[N:59]=1, predict the reactants needed to synthesize it. (4) The reactants are: [C:1]([C:3]1[CH:8]=[CH:7][C:6]([C:9]2[CH:10]=[N:11][N:12]([C:15]3[CH:23]=[CH:22][C:18]([C:19](O)=[O:20])=[CH:17][N:16]=3)[C:13]=2[OH:14])=[CH:5][CH:4]=1)#[N:2].[CH3:24][O:25][CH:26]([CH3:30])[CH2:27][CH2:28][NH2:29]. Given the product [C:1]([C:3]1[CH:8]=[CH:7][C:6]([C:9]2[CH:10]=[N:11][N:12]([C:15]3[CH:23]=[CH:22][C:18]([C:19]([NH:29][CH2:28][CH2:27][CH:26]([O:25][CH3:24])[CH3:30])=[O:20])=[CH:17][N:16]=3)[C:13]=2[OH:14])=[CH:5][CH:4]=1)#[N:2], predict the reactants needed to synthesize it.